Dataset: Catalyst prediction with 721,799 reactions and 888 catalyst types from USPTO. Task: Predict which catalyst facilitates the given reaction. (1) Reactant: [H-].[Na+].[NH2:3][C:4]1[N:9]=[CH:8][N:7]=[C:6]2[N:10]([CH:33]3[CH2:38][CH2:37][NH:36][CH2:35][CH2:34]3)[N:11]=[C:12]([C:13]3[CH:18]=[CH:17][C:16]([NH:19][C:20]([C:22]4[NH:23][C:24]5[C:29]([CH:30]=4)=[CH:28][CH:27]=[CH:26][CH:25]=5)=[O:21])=[C:15]([O:31][CH3:32])[CH:14]=3)[C:5]=12.[CH2:39](I)[CH3:40].F[C:43](F)(F)[C:44]([OH:46])=[O:45]. Product: [C:44]([O-:46])(=[O:45])[CH3:43].[NH2:3][C:4]1[N:9]=[CH:8][N:7]=[C:6]2[N:10]([CH:33]3[CH2:34][CH2:35][NH2+:36][CH2:37][CH2:38]3)[N:11]=[C:12]([C:13]3[CH:18]=[CH:17][C:16]([NH:19][C:20]([C:22]4[N:23]([CH2:39][CH3:40])[C:24]5[C:29]([CH:30]=4)=[CH:28][CH:27]=[CH:26][CH:25]=5)=[O:21])=[C:15]([O:31][CH3:32])[CH:14]=3)[C:5]=12. The catalyst class is: 9. (2) Reactant: [CH2:1]([O:8][N:9]1[C:14]2[N:15]=[CH:16][N:17]=[CH:18][C:13]=2[C:12]([NH:19][CH2:20][C:21]2[CH:26]=[CH:25][C:24]([F:27])=[CH:23][C:22]=2[F:28])=[C:11](C(OCC)=O)[C:10]1=[O:34])[C:2]1[CH:7]=[CH:6][CH:5]=[CH:4][CH:3]=1.[OH-].[Na+]. Product: [CH2:1]([O:8][N:9]1[C:14]2[N:15]=[CH:16][N:17]=[CH:18][C:13]=2[C:12]([NH:19][CH2:20][C:21]2[CH:26]=[CH:25][C:24]([F:27])=[CH:23][C:22]=2[F:28])=[CH:11][C:10]1=[O:34])[C:2]1[CH:7]=[CH:6][CH:5]=[CH:4][CH:3]=1. The catalyst class is: 5. (3) Reactant: [CH3:1][O:2][C:3]1[N:8]=[CH:7][C:6]([N:9]2[C:13]([C:14]3[CH:19]=[CH:18][CH:17]=[CH:16][CH:15]=3)=[CH:12][C:11]([C:20](O)=[O:21])=[N:10]2)=[CH:5][CH:4]=1.O.C(OCC)(=O)C. Product: [CH3:1][O:2][C:3]1[N:8]=[CH:7][C:6]([N:9]2[C:13]([C:14]3[CH:19]=[CH:18][CH:17]=[CH:16][CH:15]=3)=[CH:12][C:11]([CH2:20][OH:21])=[N:10]2)=[CH:5][CH:4]=1. The catalyst class is: 7. (4) Reactant: [N:1]1([C:7]2[S:8][C:9]3[C:10](=[O:21])[NH:11][CH2:12][CH:13]=[C:14]([Sn](C)(C)C)[C:15]=3[N:16]=2)[CH2:6][CH2:5][O:4][CH2:3][CH2:2]1.[CH3:22][O:23][C:24](=[O:33])[C:25]1[CH:30]=[C:29]([Cl:31])[CH:28]=[CH:27][C:26]=1Br.[F-].[Cs+]. Product: [Cl:31][C:29]1[CH:28]=[CH:27][C:26]([C:14]2[C:15]3[N:16]=[C:7]([N:1]4[CH2:6][CH2:5][O:4][CH2:3][CH2:2]4)[S:8][C:9]=3[C:10](=[O:21])[NH:11][CH2:12][CH:13]=2)=[C:25]([CH:30]=1)[C:24]([O:23][CH3:22])=[O:33]. The catalyst class is: 122. (5) Reactant: [C:1]([O:5][C:6](=[O:18])[NH:7][CH:8]1[CH2:16][C:15]2[C:10](=[CH:11][CH:12]=[C:13]([NH2:17])[CH:14]=2)[CH2:9]1)([CH3:4])([CH3:3])[CH3:2].C(N(C(C)C)CC)(C)C.[CH3:28][C:29]1[CH:30]=[CH:31][CH:32]=[C:33]([C:45](Cl)=[O:46])[C:34]=1[C:35]1[CH:40]=[CH:39][C:38]([C:41]([F:44])([F:43])[F:42])=[CH:37][CH:36]=1.C(OCC)(=O)C. Product: [C:1]([O:5][C:6](=[O:18])[NH:7][CH:8]1[CH2:16][C:15]2[C:10](=[CH:11][CH:12]=[C:13]([NH:17][C:45]([C:33]3[C:34]([C:35]4[CH:40]=[CH:39][C:38]([C:41]([F:42])([F:44])[F:43])=[CH:37][CH:36]=4)=[C:29]([CH3:28])[CH:30]=[CH:31][CH:32]=3)=[O:46])[CH:14]=2)[CH2:9]1)([CH3:4])([CH3:2])[CH3:3]. The catalyst class is: 2. (6) Reactant: [S:1]1[CH:5]=[C:4]([CH2:6][NH:7][S:8]([NH2:11])(=[O:10])=[O:9])[C:3]2[CH:12]=[CH:13][CH:14]=[CH:15][C:2]1=2.[CH2:16](N)[CH3:17]. Product: [S:1]1[CH:5]=[C:4]([CH2:6][NH:7][S:8]([NH:11][CH2:16][CH3:17])(=[O:10])=[O:9])[C:3]2[CH:12]=[CH:13][CH:14]=[CH:15][C:2]1=2. The catalyst class is: 12. (7) Product: [C:1]([O:5][C:6]([N:8]1[CH2:13][CH2:12][C:11]([C:16]2[CH:17]=[CH:18][C:19]([Cl:22])=[CH:20][CH:21]=2)([O:14][CH3:15])[C:10]([OH:23])([CH3:24])[CH2:9]1)=[O:7])([CH3:4])([CH3:2])[CH3:3]. Reactant: [C:1]([O:5][C:6]([N:8]1[CH2:13][CH2:12][C:11]([C:16]2[CH:21]=[CH:20][C:19]([Cl:22])=[CH:18][CH:17]=2)([O:14][CH3:15])[C:10](=[O:23])[CH2:9]1)=[O:7])([CH3:4])([CH3:3])[CH3:2].[CH3:24][Mg]Br. The catalyst class is: 7. (8) Reactant: C([CH:4]([CH2:15][CH2:16][CH2:17][CH2:18][CH2:19][CH2:20][CH2:21][CH2:22][CH2:23][CH2:24][CH2:25][CH3:26])[CH2:5][CH2:6][P:7](=[O:14])([O:11][CH2:12][CH3:13])[O:8][CH2:9][CH3:10])(O)=O.Cl[C:28]([O:30][CH3:31])=[O:29].[N-:32]=[N+]=[N-].[Na+].C(O)[C:37]1[CH:42]=[CH:41][CH:40]=[CH:39][CH:38]=1. Product: [CH2:31]([O:30][C:28]([NH:32][CH:4]([CH2:15][CH2:16][CH2:17][CH2:18][CH2:19][CH2:20][CH2:21][CH2:22][CH2:23][CH2:24][CH2:25][CH3:26])[CH2:5][CH2:6][P:7](=[O:14])([O:8][CH2:9][CH3:10])[O:11][CH2:12][CH3:13])=[O:29])[C:37]1[CH:42]=[CH:41][CH:40]=[CH:39][CH:38]=1. The catalyst class is: 249. (9) Reactant: [CH3:1][C:2]1([CH3:16])[O:6][C@H:5]([CH2:7][N:8]2[CH:12]=[CH:11][C:10]([N+:13]([O-])=O)=[N:9]2)[CH2:4][O:3]1.[H][H]. Product: [CH3:1][C:2]1([CH3:16])[O:6][C@H:5]([CH2:7][N:8]2[CH:12]=[CH:11][C:10]([NH2:13])=[N:9]2)[CH2:4][O:3]1. The catalyst class is: 29. (10) Reactant: Br[CH2:2][C:3]1[N:7]([CH3:8])[N:6]([C:9]2[CH:14]=[CH:13][C:12]([Cl:15])=[CH:11][CH:10]=2)[C:5](=[O:16])[C:4]=1[Cl:17].[Cl:18][C:19]1[CH:20]=[CH:21][C:22]([CH3:31])=[C:23]([N:25]2[CH2:30][CH2:29][NH:28][CH2:27][CH2:26]2)[CH:24]=1.[C:32]([O-])([O-])=O.[K+].[K+]. Product: [Cl:17][C:4]1[C:5](=[O:16])[N:6]([C:9]2[CH:14]=[CH:13][C:12]([Cl:15])=[CH:11][CH:10]=2)[N:7]([CH2:8][CH3:32])[C:3]=1[CH2:2][N:28]1[CH2:27][CH2:26][N:25]([C:23]2[CH:24]=[C:19]([Cl:18])[CH:20]=[CH:21][C:22]=2[CH3:31])[CH2:30][CH2:29]1. The catalyst class is: 10.